Dataset: Catalyst prediction with 721,799 reactions and 888 catalyst types from USPTO. Task: Predict which catalyst facilitates the given reaction. (1) Reactant: [N:1]1([N:9]2[CH2:14][CH2:13][CH2:12][CH2:11][CH2:10]2)[CH2:6][CH2:5][C:4](=O)[CH2:3][C:2]1=[O:8].[Cl:15][C:16]1[CH:21]=[CH:20][CH:19]=[CH:18][C:17]=1[NH:22][CH2:23][C:24](=O)[CH3:25].CC1C=CC(S(O)(=O)=O)=CC=1. Product: [Cl:15][C:16]1[CH:21]=[CH:20][CH:19]=[CH:18][C:17]=1[N:22]1[C:4]2[CH2:5][CH2:6][N:1]([N:9]3[CH2:14][CH2:13][CH2:12][CH2:11][CH2:10]3)[C:2](=[O:8])[C:3]=2[C:24]([CH3:25])=[CH:23]1. The catalyst class is: 11. (2) Reactant: [N+:1]([C:4]1[CH:12]=[CH:11][C:7]([C:8](Cl)=[O:9])=[CH:6][CH:5]=1)([O-:3])=[O:2].[C:13]1([N:19]2[CH2:24][CH2:23][NH:22][CH2:21][CH2:20]2)[CH:18]=[CH:17][CH:16]=[CH:15][CH:14]=1.C(N(CC)CC)C.C(OCC)(=O)C. Product: [N+:1]([C:4]1[CH:12]=[CH:11][C:7]([C:8]([N:22]2[CH2:23][CH2:24][N:19]([C:13]3[CH:18]=[CH:17][CH:16]=[CH:15][CH:14]=3)[CH2:20][CH2:21]2)=[O:9])=[CH:6][CH:5]=1)([O-:3])=[O:2]. The catalyst class is: 12. (3) Reactant: [CH3:1][O:2][C:3]1[CH:8]=[CH:7][C:6]([S:9][CH2:10][CH2:11][CH2:12][C:13]([OH:15])=O)=[CH:5][CH:4]=1.NC1C2C(=CC=CC=2)C=CN=1.[F:27][C:28]1[CH:33]=[CH:32][C:31]([S:34][CH2:35][CH2:36][CH2:37][C:38]([NH:40][C:41]2[C:50]3[C:45](=[CH:46][CH:47]=[CH:48][CH:49]=3)[CH:44]=[CH:43][N:42]=2)=[O:39])=[CH:30][CH:29]=1.[H-].[Na+].IC. Product: [F:27][C:28]1[CH:33]=[CH:32][C:31]([S:34][CH2:35][CH2:36][CH2:37][C:38]([NH:40][C:41]2[C:50]3[C:45](=[CH:46][CH:47]=[CH:48][CH:49]=3)[CH:44]=[CH:43][N:42]=2)=[O:39])=[CH:30][CH:29]=1.[C:41]1([N:40]([CH3:38])[C:13](=[O:15])[CH2:12][CH2:11][CH2:10][S:9][C:6]2[CH:5]=[CH:4][C:3]([O:2][CH3:1])=[CH:8][CH:7]=2)[C:50]2[C:45](=[CH:46][CH:47]=[CH:48][CH:49]=2)[CH:44]=[CH:43][N:42]=1. The catalyst class is: 35. (4) Reactant: [N:1]1([CH:17]2[CH2:22][CH2:21][NH:20][CH2:19][CH2:18]2)[CH2:6][CH2:5][CH:4]([N:7]2[C@H:11]3[CH2:12][CH2:13][CH2:14][CH2:15][C@@H:10]3[NH:9][C:8]2=[O:16])[CH2:3][CH2:2]1.Cl.C(N(C(C)C)CC)(C)C.[CH:33]1([C:36](O)=[O:37])[CH2:35][CH2:34]1.CN(C(ON1N=NC2C=CC=NC1=2)=[N+](C)C)C.F[P-](F)(F)(F)(F)F. Product: [CH:33]1([C:36]([N:20]2[CH2:21][CH2:22][CH:17]([N:1]3[CH2:2][CH2:3][CH:4]([N:7]4[C@H:11]5[CH2:12][CH2:13][CH2:14][CH2:15][C@@H:10]5[NH:9][C:8]4=[O:16])[CH2:5][CH2:6]3)[CH2:18][CH2:19]2)=[O:37])[CH2:35][CH2:34]1. The catalyst class is: 3. (5) Reactant: [I-].[CH3:2][S+](C)(C)=O.[H-].[Na+].[O:9]=[C:10]1[CH2:15][CH2:14][N:13]([C:16]([O:18][C:19]([CH3:22])([CH3:21])[CH3:20])=[O:17])[CH2:12][CH2:11]1. Product: [O:9]1[C:10]2([CH2:11][CH2:12][N:13]([C:16]([O:18][C:19]([CH3:22])([CH3:21])[CH3:20])=[O:17])[CH2:14][CH2:15]2)[CH2:2]1. The catalyst class is: 16. (6) Reactant: [CH2:1]([O:4][C:5]1[CH:6]=[CH:7][C:8]([Br:13])=[C:9]([CH:12]=1)[CH2:10][OH:11])[CH:2]=[CH2:3].C(N(CC)CC)C.[CH3:21][S:22](O[S:22]([CH3:21])(=[O:24])=[O:23])(=[O:24])=[O:23].C(=O)(O)[O-].[Na+]. Product: [CH3:21][S:22]([O:11][CH2:10][C:9]1[CH:12]=[C:5]([O:4][CH2:1][CH:2]=[CH2:3])[CH:6]=[CH:7][C:8]=1[Br:13])(=[O:24])=[O:23]. The catalyst class is: 2.